Dataset: Experimentally validated miRNA-target interactions with 360,000+ pairs, plus equal number of negative samples. Task: Binary Classification. Given a miRNA mature sequence and a target amino acid sequence, predict their likelihood of interaction. The miRNA is hsa-miR-3606-3p with sequence AAAAUUUCUUUCACUACUUAG. The protein sequence of the target gene is MTRWARVSTTYNKRPLPATSWEDMKKGSFEGTSQNLPKRKQLEANRLSLKNDAPQAKHKKNKKKKEYLNEDVNGFMEYLRQNSQMVHNGQIIATDSEEVREEIAVALKKDSRREGRRLKRQAAKKNAMVCFHCRKPGHGIADCPAALENQDMGTGICYRCGSTEHEITKCKAKVDPALGEFPFAKCFVCGEMGHLSRSCPDNPKGLYADGGGCKLCGSVEHLKKDCPESQNSERMVTVGRWAKGMSADYEEILDVPKPQKPKTKIPKVVNF. Result: 1 (interaction).